From a dataset of Full USPTO retrosynthesis dataset with 1.9M reactions from patents (1976-2016). Predict the reactants needed to synthesize the given product. (1) The reactants are: C(O[C:9](=[O:31])[C@H:10]([NH:23][C:24]([O:26][C:27]([CH3:30])([CH3:29])[CH3:28])=[O:25])[CH2:11][C:12]1[C:20]2[C:15](=[CH:16][CH:17]=[CH:18][CH:19]=2)[N:14]([CH2:21][CH3:22])[CH:13]=1)C1C=CC=CC=1.CCN=C=NCCCN(C)C.Cl.C1C=CC2N(O)N=NC=2C=1.[CH2:54]([O:61][NH2:62])[C:55]1[CH:60]=[CH:59][CH:58]=[CH:57][CH:56]=1. Given the product [C:27]([O:26][C:24]([NH:23][C@H:10]([CH2:11][C:12]1[C:20]2[C:15](=[CH:16][CH:17]=[CH:18][CH:19]=2)[N:14]([CH2:21][CH3:22])[CH:13]=1)[C:9]([NH:62][O:61][CH2:54][C:55]1[CH:60]=[CH:59][CH:58]=[CH:57][CH:56]=1)=[O:31])=[O:25])([CH3:29])([CH3:30])[CH3:28], predict the reactants needed to synthesize it. (2) Given the product [Cl:34][C:22]1[CH:23]=[C:24]([C:27]2[C:32]([CH3:33])=[N:31][CH:30]=[CH:29][N:28]=2)[CH:25]=[CH:26][C:21]=1[C:19]1[C:18](=[O:35])[N:17]([CH2:36][CH3:37])[C:7]2[N:8]=[C:9]([NH:11][CH:12]3[CH2:16][CH2:15][N:14]([CH3:38])[CH2:13]3)[N:10]=[CH:5][C:6]=2[CH:20]=1, predict the reactants needed to synthesize it. The reactants are: C([C:5]1[C:6]2[CH:20]=[C:19]([C:21]3[CH:26]=[CH:25][C:24]([C:27]4[C:32]([CH3:33])=[N:31][CH:30]=[CH:29][N:28]=4)=[CH:23][C:22]=3[Cl:34])[C:18](=[O:35])[N:17]([CH2:36][CH3:37])[C:7]=2[N:8]=[C:9]([NH:11][CH:12]2[CH2:16][CH2:15][NH:14][CH2:13]2)[N:10]=1)(C)(C)C.[CH2:38]=O. (3) Given the product [C@@H:18]([C@@H:8]1[C:7](=[O:22])[N:6]([CH2:5][CH2:4][C:3]([OH:23])=[O:2])[C:11]2[CH:12]=[C:13]([CH3:17])[CH:14]=[C:15]([CH3:16])[C:10]=2[O:9]1)([CH2:20][CH3:21])[CH3:19], predict the reactants needed to synthesize it. The reactants are: C[O:2][C:3](=[O:23])[CH2:4][CH2:5][N:6]1[C:11]2[CH:12]=[C:13]([CH3:17])[CH:14]=[C:15]([CH3:16])[C:10]=2[O:9][C@H:8]([C@H:18]([CH2:20][CH3:21])[CH3:19])[C:7]1=[O:22].[OH-].[Na+]. (4) Given the product [I-:13].[CH2:7]([N+:4]1[CH:5]=[CH:6][N:2]([CH3:1])[CH:3]=1)[CH2:8][CH2:9][CH2:10][CH2:11][CH3:12], predict the reactants needed to synthesize it. The reactants are: [CH3:1][N+:2]1[CH:6]=[CH:5][NH:4][CH:3]=1.[CH2:7]([I:13])[CH2:8][CH2:9][CH2:10][CH2:11][CH3:12].